Task: Regression. Given two drug SMILES strings and cell line genomic features, predict the synergy score measuring deviation from expected non-interaction effect.. Dataset: NCI-60 drug combinations with 297,098 pairs across 59 cell lines (1) Drug 1: CC12CCC3C(C1CCC2=O)CC(=C)C4=CC(=O)C=CC34C. Drug 2: CC1=C(N=C(N=C1N)C(CC(=O)N)NCC(C(=O)N)N)C(=O)NC(C(C2=CN=CN2)OC3C(C(C(C(O3)CO)O)O)OC4C(C(C(C(O4)CO)O)OC(=O)N)O)C(=O)NC(C)C(C(C)C(=O)NC(C(C)O)C(=O)NCCC5=NC(=CS5)C6=NC(=CS6)C(=O)NCCC[S+](C)C)O. Cell line: MCF7. Synergy scores: CSS=13.7, Synergy_ZIP=0.749, Synergy_Bliss=0.450, Synergy_Loewe=-1.65, Synergy_HSA=-1.68. (2) Drug 1: C1=C(C(=O)NC(=O)N1)N(CCCl)CCCl. Drug 2: CC1CCC2CC(C(=CC=CC=CC(CC(C(=O)C(C(C(=CC(C(=O)CC(OC(=O)C3CCCCN3C(=O)C(=O)C1(O2)O)C(C)CC4CCC(C(C4)OC)O)C)C)O)OC)C)C)C)OC. Cell line: COLO 205. Synergy scores: CSS=52.7, Synergy_ZIP=0.0600, Synergy_Bliss=2.59, Synergy_Loewe=7.99, Synergy_HSA=9.22.